Dataset: Peptide-MHC class II binding affinity with 134,281 pairs from IEDB. Task: Regression. Given a peptide amino acid sequence and an MHC pseudo amino acid sequence, predict their binding affinity value. This is MHC class II binding data. (1) The peptide sequence is EKKYFAATQFYPLAA. The MHC is HLA-DPA10301-DPB10402 with pseudo-sequence HLA-DPA10301-DPB10402. The binding affinity (normalized) is 0.880. (2) The peptide sequence is AAVLFAATAAAAAAV. The MHC is DRB1_0405 with pseudo-sequence DRB1_0405. The binding affinity (normalized) is 0.183.